From a dataset of Peptide-MHC class I binding affinity with 185,985 pairs from IEDB/IMGT. Regression. Given a peptide amino acid sequence and an MHC pseudo amino acid sequence, predict their binding affinity value. This is MHC class I binding data. (1) The peptide sequence is MLDDFSAGA. The MHC is HLA-A02:02 with pseudo-sequence HLA-A02:02. The binding affinity (normalized) is 0.609. (2) The peptide sequence is FYYVIYEAV. The MHC is H-2-Kb with pseudo-sequence H-2-Kb. The binding affinity (normalized) is 0.166. (3) The peptide sequence is LFQLIFFLT. The MHC is HLA-A26:01 with pseudo-sequence HLA-A26:01. The binding affinity (normalized) is 0. (4) The peptide sequence is YIYIVNMFY. The MHC is HLA-A30:01 with pseudo-sequence HLA-A30:01. The binding affinity (normalized) is 0.0847. (5) The peptide sequence is NQLESKVSGK. The MHC is HLA-A31:01 with pseudo-sequence HLA-A31:01. The binding affinity (normalized) is 0.0150. (6) The peptide sequence is MFEQYFIYTY. The MHC is HLA-A11:01 with pseudo-sequence HLA-A11:01. The binding affinity (normalized) is 0.291. (7) The peptide sequence is KLFMALVAF. The MHC is HLA-B15:01 with pseudo-sequence HLA-B15:01. The binding affinity (normalized) is 0.511.